Dataset: Reaction yield outcomes from USPTO patents with 853,638 reactions. Task: Predict the reaction yield, written as a fraction of the theoretical maximum amount of product (1.0 means a 100% yield; for example, 0.34 means a 34% yield). (1) The reactants are [C:1]([C@@:18]1(C(O)=O)[CH2:22][C@@H:21]([NH2:23])[CH2:20][N:19]1[C:24]([O:26][C:27]([CH3:30])([CH3:29])[CH3:28])=[O:25])([O:3]CC1C2C(=CC=CC=2)C2C1=CC=CC=2)=[O:2]. The catalyst is C(#N)C.N1CCCC1. The product is [NH2:23][CH:21]1[CH2:20][N:19]([C:24]([O:26][C:27]([CH3:28])([CH3:29])[CH3:30])=[O:25])[CH:18]([C:1]([OH:3])=[O:2])[CH2:22]1. The yield is 0.400. (2) The catalyst is C(Cl)Cl. The yield is 0.520. The product is [C:12]([Si:9]([CH3:11])([CH3:10])[O:8][CH:4]([CH:5]1[CH2:7][CH2:6]1)[CH2:3][OH:2])([CH3:15])([CH3:14])[CH3:13]. The reactants are C[O:2][C:3](=O)[CH:4]([O:8][Si:9]([C:12]([CH3:15])([CH3:14])[CH3:13])([CH3:11])[CH3:10])[CH:5]1[CH2:7][CH2:6]1.CC(C[AlH]CC(C)C)C. (3) The reactants are [Br:1][C:2]1[CH:7]=[CH:6][C:5]([S:8]([N:11]([C:26]2[CH:31]=[CH:30][C:29]([O:32][CH2:33][CH2:34][N:35]3[CH2:39][CH2:38][CH2:37][CH2:36]3)=[CH:28][CH:27]=2)[CH2:12][C:13]2[CH:18]=[CH:17][CH:16]=[C:15]([O:19]C3CCCCO3)[CH:14]=2)(=[O:10])=[O:9])=[C:4]([O:40][C:41]([F:44])([F:43])[F:42])[CH:3]=1.Cl. The catalyst is C(O)C.C(=O)(O)[O-].[Na+]. The product is [Br:1][C:2]1[CH:7]=[CH:6][C:5]([S:8]([N:11]([CH2:12][C:13]2[CH:18]=[CH:17][CH:16]=[C:15]([OH:19])[CH:14]=2)[C:26]2[CH:31]=[CH:30][C:29]([O:32][CH2:33][CH2:34][N:35]3[CH2:36][CH2:37][CH2:38][CH2:39]3)=[CH:28][CH:27]=2)(=[O:9])=[O:10])=[C:4]([O:40][C:41]([F:42])([F:44])[F:43])[CH:3]=1. The yield is 0.290.